From a dataset of Experimentally validated miRNA-target interactions with 360,000+ pairs, plus equal number of negative samples. Binary Classification. Given a miRNA mature sequence and a target amino acid sequence, predict their likelihood of interaction. (1) The miRNA is rno-miR-126a-3p with sequence UCGUACCGUGAGUAAUAAUGCG. The protein sequence of the target gene is MEPPRGPPANGAEPSRAVGTVKVYLPNKQRTVVTVRDGMSVYDSLDKALKVRGLNQDCCVVYRLIKGRKTVTAWDTAIAPLDGEELIVEVLEDVPLTMHNFVRKTFFSLAFCDFCLKFLFHGFRCQTCGYKFHQHCSSKVPTVCVDMSTNRQQFYHSVQDLSGGSRQHEAPSNRPLNELLTPQGPSPRTQHCDPEHFPFPAPANAPLQRIRSTSTPNVHMVSTTAPMDSNLIQLTGQSFSTDAAGSRGGSDGTPRGSPSPASVSSGRKSPHSKSPAEQRERKSLADDKKKVKNLGYRDSG.... Result: 0 (no interaction). (2) The miRNA is hsa-miR-1321 with sequence CAGGGAGGUGAAUGUGAU. The protein sequence of the target gene is MATSVGHRCLGLLHGVAPWRSSLHPCEITALSQSLQPLRKLPFRAFRTDARKIHTAPARTMFLLRPLPILLVTGGGYAGYRQYEKYRERELEKLGLEIPPKLAGHWEVALYKSVPTRLLSRAWGRLNQVELPHWLRRPVYSLYIWTFGVNMKEAAVEDLHHYRNLSEFFRRKLKPQARPVCGLHSVISPSDGRILNFGQVKNCEVEQVKGVTYSLESFLGPRMCTEDLPFPPAASCDSFKNQLVTREGNELYHCVIYLAPGDYHCFHSPTDWTVSHRRHFPGSLMSVNPGMARWIKELFC.... Result: 1 (interaction). (3) The miRNA is hsa-miR-5693 with sequence GCAGUGGCUCUGAAAUGAACUC. The protein sequence of the target gene is METSASSSQPQDNSQVHRETEDVDYGETDFHKQDGKAGLFSQEQYERNKSSSSSSSSSSSSSSSSSSSSSESNDEDQQPRATGKHRRSLGAGYPHGNGSPGPGHGEPDVLKDELQLYGDAPGEVVPSGESGLRRRGSDPASGEVEASQLRRLNIKKDDEFFHFVLLCFAIGALLVCYHYYADWFMSLGVGLLTFASLETVGIYFGLVYRIHSVLQGFIPLFQKFRLTGFRKTD. Result: 1 (interaction). (4) The miRNA is mmu-miR-344d-3p with sequence GAUAUAACCACUGCCAGACUGA. The protein sequence of the target gene is MTSSYGHVLERQPALGGRLDSPGNLDTLQAKKNFSVSHLLDLEEAGDMVAAQADESVGEAGRSLLESPGLTSGSDTPQQDNDQLNSEEKKKRKQRRNRTTFNSSQLQALERVFERTHYPDAFVREDLARRVNLTEARVQVWFQNRRAKFRRNERAMLANKNASLLKSYSGDVTAVEQPIVPRPAPRPTDYLSWGTASPYSAMATYSATCANNSPAQGINMANSIANLRLKAKEYSLQRNQVPTVN. Result: 1 (interaction). (5) The miRNA is hsa-miR-1273h-3p with sequence CUGCAGACUCGACCUCCCAGGC. The protein sequence of the target gene is MSKMPAKKKSCFQITSVTTAQVATSITEDTESLDDPDESRTEDVSSEIFDVSRATDYGPEEVCERSSSEETLNNVGDAETPGTVSPNLLLDGQLAAAAAAPANGGGVVSARSVSGALASTLAAAATSAPAPGAPGGPQLAGSSAGPVTAAPSQPPTTCSSRFRVIKLDHGSGEPYRRGRWTCMEYYERDSDSSVLTRSGDCIRHSSTFDQTAERDSGLGATGGSVVVVVASMQGAHGPESGTDSSLTAVSQLPPSEKMSQPTPAQPQSFSVGQPQPPPPPVGGAVAQSSAPLPPFPGAAT.... Result: 1 (interaction). (6) Result: 0 (no interaction). The protein sequence of the target gene is MEKTKEKAERILLEPYRYLLQLPGKQVRSKLSQAFNHWLKVPEDKLQIIIEVTEMLHNASLLIDDIEDSSKLRRGFPVAHSIYGVPSVINSANYVYFLGLEKVLTLDHPDAVKLFTRQLLELHQGQGLDIYWRDTYTCPTEEEYKAMVLQKTGGLFGLAVGLMQLFSDYKEDLKPLLDTLGLFFQIRDDYANLHSKEYSENKSFCEDLTEGKFSFPTIHAIWSRPESTQVQNILRQRTENIDIKKYCVQYLEDVGSFAYTRHTLRELEAKAYKQIEACGGNPSLVALVKHLSKMFTEENK.... The miRNA is hsa-miR-3145-3p with sequence AGAUAUUUUGAGUGUUUGGAAUUG. (7) The miRNA is hsa-miR-548f-3p with sequence AAAAACUGUAAUUACUUUU. The protein sequence of the target gene is MEGAAVSAAGDGPAVETGLPGSPLEAVAGATAAPVEPRKPHGVKRHHHKHNLKHRYELQETLGKGTYGKVKRATERFSGRVVAIKSIRKDKIKDELDMVHIRREIEIMSSLNHPHIISIYEVFENKDKIVIIMEYASKGELYDYISERRRLSERETRHFFRQIVSAVHYCHKNGVVHRDLKLENILLDDNCNIKIADFGLSNLYQKDKFLQTFCGSPLYASPEIVNGRPYRGPEVDSWALGVLLYTLIYGTMPFDGFDHKNLIRQISSGEYREPTQPSDARGLIRWMLMVNPDRRATIED.... Result: 0 (no interaction). (8) The miRNA is hsa-miR-4790-5p with sequence AUCGCUUUACCAUUCAUGUU. The protein sequence of the target gene is MMKPEFFCFSGFCVYFLFLQVVVSSEKLRVTTPTRHLLARVGGQAELSCQVIPPHSVMHMEVRWFRSGHSQPVYLYRGGHKMSEEAAPEYANRTEFVKEAIGEGKVSLRIHNINILDDGPYQCSFNGSGFIDAAIMNLNVTAVGLETEIHVQAPDADGVMVECNSGGWFPRPQMEWRDSKGATLPHSLKSYSQDEARFFYMKMTLLLTNMSHGSIICCIFNPVTGEEKQTSIILANELFNRDRIWMESLASIVWIMLSVYILYIICFYWRTGCASGCLSKCFCVVTSWPVQIVHLLFCTG.... Result: 0 (no interaction). (9) The miRNA is mmu-miR-871-3p with sequence UGACUGGCACCAUUCUGGAUAAU. The protein sequence of the target gene is MTETTKTHVILLACGSFNPITKGHIQMFERARDYLHKTGRFIVIGGIVSPVHDSYGKQGLVSSRHRLIMCQLAVQNSDWIRVDPWECYQDTWQTTCSVLEHHRDLMKRVTGCILSNVNTPSMTPVIGQPQHENTQPIYQNSNVPTKPTAAKILGKVGESLSRICCVRPPVERFTFVDENANLGTVMRYEEIELRILLLCGSDLLESFCIPGLWNEADMEVIVGDFGIVVVPRDAADTDRIMNHSSILRKYKNNIMVVKDDINHPMSVVSSTKSRLALQHGDGHVVDYLSQPVIDYILKSQ.... Result: 0 (no interaction). (10) The miRNA is hsa-miR-4665-5p with sequence CUGGGGGACGCGUGAGCGCGAGC. The protein sequence of the target gene is MAMHFIFSDTAVLLFDFWSVHSPAGMALSVLVLLLLAVLYEGIKVGKAKLLNQVLVNLPTSISQQTIAETDGDSAGSDSFPVGRTHHRWYLCHFGQSLIHVIQVVIGYFIMLAVMSYNTWIFLGVVLGSAVGYYLAYPLLSTA. Result: 0 (no interaction).